From a dataset of Full USPTO retrosynthesis dataset with 1.9M reactions from patents (1976-2016). Predict the reactants needed to synthesize the given product. (1) Given the product [CH3:18][O:6][C:5](=[O:7])[C@H:4]([OH:8])[C:3]1[CH:9]=[CH:10][CH:11]=[CH:12][C:2]=1[Cl:1], predict the reactants needed to synthesize it. The reactants are: [Cl:1][C:2]1[CH:12]=[CH:11][CH:10]=[CH:9][C:3]=1[C@@H:4]([OH:8])[C:5]([OH:7])=[O:6].S(=O)(=O)(O)O.[CH3:18]O. (2) Given the product [N:15]1[CH:16]=[CH:17][CH:18]=[CH:19][C:14]=1[C:3]1[CH:11]=[CH:10][C:6]([C:7]([OH:9])=[O:8])=[CH:5][CH:4]=1, predict the reactants needed to synthesize it. The reactants are: OB(O)[C:3]1[CH:11]=[CH:10][C:6]([C:7]([OH:9])=[O:8])=[CH:5][CH:4]=1.Br[C:14]1[CH:19]=[CH:18][CH:17]=[CH:16][N:15]=1.C(=O)([O-])[O-].[Na+].[Na+]. (3) Given the product [N+:8]([C:6]1[CH:5]=[CH:4][C:3]2[O:11][CH2:19][C:20](=[O:21])[NH:1][C:2]=2[CH:7]=1)([O-:10])=[O:9], predict the reactants needed to synthesize it. The reactants are: [NH2:1][C:2]1[CH:7]=[C:6]([N+:8]([O-:10])=[O:9])[CH:5]=[CH:4][C:3]=1[OH:11].C([O-])([O-])=O.[K+].[K+].Cl[CH2:19][C:20](Cl)=[O:21]. (4) Given the product [CH2:20]([O:19][C:17]([NH:16][C:11]1([P:6]([CH2:5][C:4]([OH:27])=[O:3])([O:8][CH2:9][CH3:10])=[O:7])[CH2:13][CH:12]1[CH:14]=[CH2:15])=[O:18])[C:21]1[CH:22]=[CH:23][CH:24]=[CH:25][CH:26]=1, predict the reactants needed to synthesize it. The reactants are: C([O:3][C:4](=[O:27])[CH2:5][P:6]([C:11]1([NH:16][C:17]([O:19][CH2:20][C:21]2[CH:26]=[CH:25][CH:24]=[CH:23][CH:22]=2)=[O:18])[CH2:13][CH:12]1[CH:14]=[CH2:15])([O:8][CH2:9][CH3:10])=[O:7])C.[OH-].[Na+].